This data is from Reaction yield outcomes from USPTO patents with 853,638 reactions. The task is: Predict the reaction yield, written as a fraction of the theoretical maximum amount of product (1.0 means a 100% yield; for example, 0.34 means a 34% yield). (1) The reactants are [CH3:1][O:2][C:3]1[N:8]=[CH:7][C:6]([N:9]2[C:13]([C:14]3[CH:19]=[CH:18][CH:17]=[CH:16][N:15]=3)=[N:12][C:11]([C:20]([OH:22])=O)=[N:10]2)=[CH:5][CH:4]=1.Cl.C(N=C=NCCCN(C)C)C.ON1C2C=CC=CC=2N=N1.[C:45]([NH2:49])([CH3:48])([CH3:47])[CH3:46]. The catalyst is CN(C)C=O.C(Cl)(Cl)Cl.CO.O.C(N(CC)CC)C. The product is [C:45]([NH:49][C:20]([C:11]1[N:12]=[C:13]([C:14]2[CH:19]=[CH:18][CH:17]=[CH:16][N:15]=2)[N:9]([C:6]2[CH:7]=[N:8][C:3]([O:2][CH3:1])=[CH:4][CH:5]=2)[N:10]=1)=[O:22])([CH3:48])([CH3:47])[CH3:46]. The yield is 0.510. (2) The catalyst is CN(C=O)C.CCOC(C)=O.[Cu]I.Cl[Pd](Cl)([P](C1C=CC=CC=1)(C1C=CC=CC=1)C1C=CC=CC=1)[P](C1C=CC=CC=1)(C1C=CC=CC=1)C1C=CC=CC=1. The product is [CH:12]1([C:17]([OH:30])([C:28]#[C:29][C:2]2[CH:7]=[CH:6][C:5]([CH:8]([CH3:10])[CH3:9])=[C:4]([F:11])[CH:3]=2)[CH2:18][C:19]2[O:24][C:23]([CH3:26])([CH3:25])[O:22][C:21](=[O:27])[CH:20]=2)[CH2:16][CH2:15][CH2:14][CH2:13]1. The reactants are Br[C:2]1[CH:7]=[CH:6][C:5]([CH:8]([CH3:10])[CH3:9])=[C:4]([F:11])[CH:3]=1.[CH:12]1([C:17]([OH:30])([C:28]#[CH:29])[CH2:18][C:19]2[O:24][C:23]([CH3:26])([CH3:25])[O:22][C:21](=[O:27])[CH:20]=2)[CH2:16][CH2:15][CH2:14][CH2:13]1.C(NC(C)C)(C)C. The yield is 0.810. (3) The reactants are [CH3:1][C:2]1[N:7]=[C:6]2[S:8][C:9]3[CH2:13][CH2:12][CH2:11][C:10]=3[C:5]2=[C:4]([C:14]2[CH:19]=[CH:18][C:17]([CH3:20])=[CH:16][CH:15]=2)[C:3]=1[CH2:21][C:22]([O:24]C)=[O:23].[O-2].[Li+].[Li+].Cl. The catalyst is O1CCOCC1.O. The product is [CH3:1][C:2]1[N:7]=[C:6]2[S:8][C:9]3[CH2:13][CH2:12][CH2:11][C:10]=3[C:5]2=[C:4]([C:14]2[CH:19]=[CH:18][C:17]([CH3:20])=[CH:16][CH:15]=2)[C:3]=1[CH2:21][C:22]([OH:24])=[O:23]. The yield is 0.630. (4) The reactants are [CH2:1]([O:3][C:4]([N:6]1[C:12]2[CH:13]=[CH:14][C:15]([N+:17]([O-])=O)=[CH:16][C:11]=2[O:10][CH2:9][CH2:8][CH2:7]1)=[O:5])[CH3:2].CO. The catalyst is [Pd]. The yield is 1.00. The product is [CH2:1]([O:3][C:4]([N:6]1[C:12]2[CH:13]=[CH:14][C:15]([NH2:17])=[CH:16][C:11]=2[O:10][CH2:9][CH2:8][CH2:7]1)=[O:5])[CH3:2]. (5) The reactants are [CH3:1][O:2][C:3]([C:5]1[C:6]2[CH:7]=[CH:8][CH:9]=[N:10][C:11]=2[CH:12]=[CH:13][C:14]=1[NH2:15])=[O:4].[Br:16]N1C(=O)CCC1=O. The catalyst is CN(C)C=O. The product is [CH3:1][O:2][C:3]([C:5]1[C:6]2[CH:7]=[CH:8][CH:9]=[N:10][C:11]=2[CH:12]=[C:13]([Br:16])[C:14]=1[NH2:15])=[O:4]. The yield is 0.170. (6) The reactants are [Br:1]N1C(=O)CCC1=O.C1(P(C2C=CC=CC=2)C2C=CC=CC=2)C=CC=CC=1.[CH3:28][O:29][C:30]1[CH:31]=[C:32]([CH2:36][O:37][CH2:38][CH2:39]O)[CH:33]=[CH:34][CH:35]=1. The catalyst is C(Cl)Cl.[Al]. The product is [Br:1][CH2:39][CH2:38][O:37][CH2:36][C:32]1[CH:33]=[CH:34][CH:35]=[C:30]([O:29][CH3:28])[CH:31]=1. The yield is 0.500.